Dataset: Reaction yield outcomes from USPTO patents with 853,638 reactions. Task: Predict the reaction yield, written as a fraction of the theoretical maximum amount of product (1.0 means a 100% yield; for example, 0.34 means a 34% yield). (1) The reactants are [CH3:1][C:2]1[N:7]=[CH:6][C:5]([OH:8])=[CH:4][CH:3]=1.[CH3:9][C:10]1([CH2:13]O)[CH2:12][CH2:11]1.C(C=P(CCCC)(CCCC)CCCC)#N. The catalyst is C1(C)C=CC=CC=1. The product is [CH3:1][C:2]1[CH:3]=[CH:4][C:5]([O:8][CH2:9][C:10]2([CH3:13])[CH2:12][CH2:11]2)=[CH:6][N:7]=1. The yield is 1.00. (2) The reactants are ClC(O[C:5]1[C:13]2[NH:12][C:11]([OH:14])=[N:10][C:9]=2[CH:8]=[CH:7][CH:6]=1)=O.[S:15]([NH2:25])(=[O:24])([C:17]1[CH:22]=[CH:21][C:20]([NH2:23])=[CH:19][CH:18]=1)=[O:16].C1C[O:29][CH2:28]C1. No catalyst specified. The product is [S:15]([C:17]1[CH:18]=[CH:19][C:20]([NH:23][C:28]([N:10]2[C:9]3[CH:8]=[CH:7][CH:6]=[CH:5][C:13]=3[NH:12][C:11]2=[O:14])=[O:29])=[CH:21][CH:22]=1)(=[O:24])(=[O:16])[NH2:25]. The yield is 0.540. (3) The reactants are C(OC([NH:8][CH2:9][CH2:10][CH2:11][C@H:12]([NH:16][C:17]([C:19]1[C:20](=[O:38])[N:21]([CH:25]([C:32]2[CH:37]=[CH:36][CH:35]=[CH:34][CH:33]=2)[C:26]2[CH:31]=[CH:30][CH:29]=[CH:28][CH:27]=2)[CH:22]=[CH:23][CH:24]=1)=[O:18])[C:13]([OH:15])=[O:14])=O)(C)(C)C.C([SiH](CC)CC)C.O.[C:47]([OH:53])([C:49]([F:52])([F:51])[F:50])=[O:48]. No catalyst specified. The product is [NH2:8][CH2:9][CH2:10][CH2:11][C@H:12]([NH:16][C:17]([C:19]1[C:20](=[O:38])[N:21]([CH:25]([C:32]2[CH:33]=[CH:34][CH:35]=[CH:36][CH:37]=2)[C:26]2[CH:31]=[CH:30][CH:29]=[CH:28][CH:27]=2)[CH:22]=[CH:23][CH:24]=1)=[O:18])[C:13]([OH:15])=[O:14].[C:47]([OH:53])([C:49]([F:52])([F:51])[F:50])=[O:48]. The yield is 0.900. (4) The reactants are [N+]([C:4]1[CH:11]=[CH:10][CH:9]=[C:8]([N+:12]([O-:14])=[O:13])[C:5]=1[C:6]#[N:7])([O-])=O.[O:15]1[CH2:20][CH2:19][CH:18]([OH:21])[CH2:17][CH2:16]1. No catalyst specified. The product is [N+:12]([C:8]1[CH:9]=[CH:10][CH:11]=[C:4]([O:21][CH:18]2[CH2:19][CH2:20][O:15][CH2:16][CH2:17]2)[C:5]=1[C:6]#[N:7])([O-:14])=[O:13]. The yield is 1.00. (5) The reactants are Cl[CH2:2][CH2:3][CH2:4][N:5]1[C:14]2[C:9](=[CH:10][CH:11]=[C:12](C)[CH:13]=2)[CH2:8][CH2:7][C:6]1=[O:16].[CH2:17]([CH:21]1[CH2:26][CH2:25][NH:24][CH2:23][CH2:22]1)[CH2:18][CH2:19][CH3:20].[C:27]([O-])([O-])=O.[K+].[K+]. The catalyst is CC#N. The product is [CH2:17]([CH:21]1[CH2:26][CH2:25][N:24]([CH2:2][CH2:3][CH2:4][N:5]2[C:14]3[C:9](=[C:10]([CH3:27])[CH:11]=[CH:12][CH:13]=3)[CH2:8][CH2:7][C:6]2=[O:16])[CH2:23][CH2:22]1)[CH2:18][CH2:19][CH3:20]. The yield is 0.740. (6) The reactants are C([O:5][C:6](=[O:45])[C:7]([O:10]/[N:11]=[C:12](/[C:32]1[N:33]=[C:34]([NH:37]C(OC(C)(C)C)=O)[S:35][CH:36]=1)\[C:13]([NH:15][C@@H:16]1[C:19](=[O:20])[N:18]([S:21]([OH:24])(=[O:23])=[O:22])[C@@H:17]1[CH2:25][N:26]1[C:30]([CH3:31])=[N:29][CH:28]=[N:27]1)=[O:14])([CH3:9])[CH3:8])(C)(C)C.C(O)(C(F)(F)F)=O. The catalyst is C(Cl)Cl. The product is [NH2:37][C:34]1[S:35][CH:36]=[C:32](/[C:12](=[N:11]/[O:10][C:7]([CH3:9])([CH3:8])[C:6]([OH:45])=[O:5])/[C:13]([NH:15][C@@H:16]2[C:19](=[O:20])[N:18]([S:21]([OH:24])(=[O:22])=[O:23])[C@@H:17]2[CH2:25][N:26]2[C:30]([CH3:31])=[N:29][CH:28]=[N:27]2)=[O:14])[N:33]=1. The yield is 0.240. (7) The reactants are CO[C:3](=[O:28])[C:4]1[CH:9]=[CH:8][C:7]([O:10][CH2:11][C:12]2[C:13]([C:21]3[CH:26]=[CH:25][C:24]([F:27])=[CH:23][CH:22]=3)=[N:14][O:15][C:16]=2[C:17]([F:20])([F:19])[F:18])=[N:6][CH:5]=1.[CH2:29]([NH2:31])[CH3:30]. No catalyst specified. The product is [CH2:29]([NH:31][C:3](=[O:28])[C:4]1[CH:9]=[CH:8][C:7]([O:10][CH2:11][C:12]2[C:13]([C:21]3[CH:26]=[CH:25][C:24]([F:27])=[CH:23][CH:22]=3)=[N:14][O:15][C:16]=2[C:17]([F:20])([F:18])[F:19])=[N:6][CH:5]=1)[CH3:30]. The yield is 0.720. (8) The reactants are [N+:1]([C:4]1[CH:12]=[CH:11][C:7]([C:8](Cl)=[O:9])=[CH:6][CH:5]=1)([O-:3])=[O:2].[C:13]([NH2:17])([CH3:16])([CH3:15])[CH3:14].C(N(CC)CC)C. The catalyst is C(Cl)Cl. The product is [C:13]([NH:17][C:8](=[O:9])[C:7]1[CH:11]=[CH:12][C:4]([N+:1]([O-:3])=[O:2])=[CH:5][CH:6]=1)([CH3:16])([CH3:15])[CH3:14]. The yield is 0.770.